Dataset: Reaction yield outcomes from USPTO patents with 853,638 reactions. Task: Predict the reaction yield, written as a fraction of the theoretical maximum amount of product (1.0 means a 100% yield; for example, 0.34 means a 34% yield). (1) The reactants are [Si:1]([O:18][CH2:19][C:20]1[CH:29]=[CH:28][C:23]2[NH:24][C:25](=[O:27])[O:26][C:22]=2[CH:21]=1)([C:14]([CH3:17])([CH3:16])[CH3:15])([C:8]1[CH:13]=[CH:12][CH:11]=[CH:10][CH:9]=1)[C:2]1[CH:7]=[CH:6][CH:5]=[CH:4][CH:3]=1.C(=O)([O-])[O-].[K+].[K+].Br[CH2:37][CH2:38][OH:39].C(Cl)Cl. The catalyst is CN(C=O)C.CCOCC. The product is [Si:1]([O:18][CH2:19][C:20]1[CH:29]=[CH:28][C:23]2[N:24]([CH2:37][CH2:38][OH:39])[C:25](=[O:27])[O:26][C:22]=2[CH:21]=1)([C:14]([CH3:17])([CH3:15])[CH3:16])([C:8]1[CH:9]=[CH:10][CH:11]=[CH:12][CH:13]=1)[C:2]1[CH:7]=[CH:6][CH:5]=[CH:4][CH:3]=1. The yield is 0.440. (2) The reactants are OC(C(F)(F)F)=O.[O:8]1[C:12]2[CH:13]=[CH:14][C:15]([C:17]3[CH:22]=[CH:21][C:20]([C:23]4[N:27]([CH2:28][C@@H:29]5[CH2:33][CH2:32][NH:31][CH2:30]5)[C:26](=[O:34])[C:25]5([CH2:38][CH2:37][CH2:36][CH2:35]5)[N:24]=4)=[CH:19][CH:18]=3)=[CH:16][C:11]=2[CH:10]=[CH:9]1.CCN(C(C)C)C(C)C.[CH3:48][C:49]1([C:52](Cl)=[O:53])[CH2:51][CH2:50]1. The catalyst is C(Cl)Cl. The product is [O:8]1[C:12]2[CH:13]=[CH:14][C:15]([C:17]3[CH:22]=[CH:21][C:20]([C:23]4[N:27]([CH2:28][C@@H:29]5[CH2:33][CH2:32][N:31]([C:52]([C:49]6([CH3:48])[CH2:51][CH2:50]6)=[O:53])[CH2:30]5)[C:26](=[O:34])[C:25]5([CH2:38][CH2:37][CH2:36][CH2:35]5)[N:24]=4)=[CH:19][CH:18]=3)=[CH:16][C:11]=2[CH:10]=[CH:9]1. The yield is 0.740. (3) The reactants are [BH4-].[Na+].[F:3][C:4]1[CH:9]=[CH:8][C:7]([C:10](=[O:28])[CH:11]([CH2:17][C:18]2[CH:23]=[CH:22][CH:21]=[C:20]([C:24]([F:27])([F:26])[F:25])[CH:19]=2)[C:12]([O:14][CH2:15][CH3:16])=[O:13])=[CH:6][CH:5]=1.Cl. The catalyst is C(OCC)C.[Cl-].[Zn+2].[Cl-]. The product is [F:3][C:4]1[CH:5]=[CH:6][C:7]([CH:10]([OH:28])[CH:11]([CH2:17][C:18]2[CH:23]=[CH:22][CH:21]=[C:20]([C:24]([F:26])([F:27])[F:25])[CH:19]=2)[C:12]([O:14][CH2:15][CH3:16])=[O:13])=[CH:8][CH:9]=1. The yield is 0.790. (4) The reactants are CCN(CC)CC.N1C=CC=CC=1.[CH2:14]([O:16][C:17]([C:19]1[N:20]([C:29]2[CH:34]=[CH:33][C:32]([O:35][CH:36]([CH3:38])[CH3:37])=[CH:31][CH:30]=2)[C:21]2[C:26]([CH:27]=1)=[CH:25][C:24]([OH:28])=[CH:23][CH:22]=2)=[O:18])[CH3:15].[Cl:39][C:40]1[CH:41]=[C:42](B(O)O)[CH:43]=[CH:44][CH:45]=1. The catalyst is CC([O-])=O.CC([O-])=O.[Cu+2].C(Cl)Cl. The product is [CH2:14]([O:16][C:17]([C:19]1[N:20]([C:29]2[CH:34]=[CH:33][C:32]([O:35][CH:36]([CH3:37])[CH3:38])=[CH:31][CH:30]=2)[C:21]2[C:26]([CH:27]=1)=[CH:25][C:24]([O:28][C:44]1[CH:43]=[CH:42][CH:41]=[C:40]([Cl:39])[CH:45]=1)=[CH:23][CH:22]=2)=[O:18])[CH3:15]. The yield is 0.550. (5) The reactants are [C:1]([O:5][C:6]([N:8]1[CH2:13][CH2:12][CH:11]([N:14]([CH:25]2[CH2:30][CH2:29][CH:28]([CH3:31])[CH2:27][CH2:26]2)[C:15]([NH:17][C:18]2[S:19][C:20]([CH:23]=O)=[CH:21][N:22]=2)=[O:16])[CH2:10][CH2:9]1)=[O:7])([CH3:4])([CH3:3])[CH3:2].Cl.[CH3:33][O:34][C:35](=[O:45])[CH2:36][C:37](=[O:44])[N:38]1[CH2:43][CH2:42][NH:41][CH2:40][CH2:39]1.C(O[BH-](OC(=O)C)OC(=O)C)(=O)C.[Na+]. No catalyst specified. The product is [C:1]([O:5][C:6]([N:8]1[CH2:13][CH2:12][CH:11]([N:14]([CH:25]2[CH2:30][CH2:29][CH:28]([CH3:31])[CH2:27][CH2:26]2)[C:15]([NH:17][C:18]2[S:19][C:20]([CH2:23][N:41]3[CH2:40][CH2:39][N:38]([C:37](=[O:44])[CH2:36][C:35]([O:34][CH3:33])=[O:45])[CH2:43][CH2:42]3)=[CH:21][N:22]=2)=[O:16])[CH2:10][CH2:9]1)=[O:7])([CH3:4])([CH3:3])[CH3:2]. The yield is 0.250. (6) The reactants are [CH3:1][O:2][C:3]1[C:12]2[N:11]=[C:10]([NH2:13])[N:9]3[CH2:14][CH2:15][N:16]=[C:8]3[C:7]=2[CH:6]=[CH:5][C:4]=1[O:17][CH2:18][CH2:19][CH2:20][N:21]1[CH2:26][CH2:25][O:24][CH2:23][CH2:22]1.[N:27]1[CH:32]=[C:31]([C:33](O)=[O:34])[CH:30]=[N:29][CH:28]=1.C1CN([P+](ON2N=NC3C=CC=CC2=3)(N2CCCC2)N2CCCC2)CC1.F[P-](F)(F)(F)(F)F.C(N(C(C)C)CC)(C)C. The catalyst is CN(C=O)C.CCOC(C)=O. The product is [CH3:1][O:2][C:3]1[C:12]2[N:11]=[C:10]([NH:13][C:33]([C:31]3[CH:32]=[N:27][CH:28]=[N:29][CH:30]=3)=[O:34])[N:9]3[CH2:14][CH2:15][N:16]=[C:8]3[C:7]=2[CH:6]=[CH:5][C:4]=1[O:17][CH2:18][CH2:19][CH2:20][N:21]1[CH2:22][CH2:23][O:24][CH2:25][CH2:26]1. The yield is 0.110.